Dataset: Peptide-MHC class I binding affinity with 185,985 pairs from IEDB/IMGT. Task: Regression. Given a peptide amino acid sequence and an MHC pseudo amino acid sequence, predict their binding affinity value. This is MHC class I binding data. (1) The peptide sequence is IPLTEEAEL. The MHC is HLA-B58:01 with pseudo-sequence HLA-B58:01. The binding affinity (normalized) is 0. (2) The peptide sequence is LYYPSARIVY. The MHC is HLA-A24:02 with pseudo-sequence HLA-A24:02. The binding affinity (normalized) is 0.297. (3) The peptide sequence is DTSNPKTPKY. The MHC is HLA-A30:02 with pseudo-sequence HLA-A30:02. The binding affinity (normalized) is 0.641. (4) The peptide sequence is CIPSRSKML. The MHC is HLA-A68:02 with pseudo-sequence HLA-A68:02. The binding affinity (normalized) is 0.0287.